This data is from NCI-60 drug combinations with 297,098 pairs across 59 cell lines. The task is: Regression. Given two drug SMILES strings and cell line genomic features, predict the synergy score measuring deviation from expected non-interaction effect. (1) Drug 1: CN(C)N=NC1=C(NC=N1)C(=O)N. Drug 2: C(CN)CNCCSP(=O)(O)O. Cell line: HL-60(TB). Synergy scores: CSS=33.7, Synergy_ZIP=4.07, Synergy_Bliss=4.46, Synergy_Loewe=6.36, Synergy_HSA=7.54. (2) Drug 1: CCC1=CC2CC(C3=C(CN(C2)C1)C4=CC=CC=C4N3)(C5=C(C=C6C(=C5)C78CCN9C7C(C=CC9)(C(C(C8N6C)(C(=O)OC)O)OC(=O)C)CC)OC)C(=O)OC.C(C(C(=O)O)O)(C(=O)O)O. Drug 2: C(CCl)NC(=O)N(CCCl)N=O. Cell line: NCI-H522. Synergy scores: CSS=55.3, Synergy_ZIP=-2.08, Synergy_Bliss=-0.448, Synergy_Loewe=-26.7, Synergy_HSA=-0.209. (3) Drug 2: CC1=CC=C(C=C1)C2=CC(=NN2C3=CC=C(C=C3)S(=O)(=O)N)C(F)(F)F. Drug 1: CN(C)C1=NC(=NC(=N1)N(C)C)N(C)C. Synergy scores: CSS=2.06, Synergy_ZIP=2.55, Synergy_Bliss=-3.80, Synergy_Loewe=-1.60, Synergy_HSA=-1.75. Cell line: LOX IMVI. (4) Drug 1: CN1CCC(CC1)COC2=C(C=C3C(=C2)N=CN=C3NC4=C(C=C(C=C4)Br)F)OC. Drug 2: CNC(=O)C1=NC=CC(=C1)OC2=CC=C(C=C2)NC(=O)NC3=CC(=C(C=C3)Cl)C(F)(F)F. Cell line: NCI/ADR-RES. Synergy scores: CSS=20.1, Synergy_ZIP=-11.2, Synergy_Bliss=-7.61, Synergy_Loewe=-9.80, Synergy_HSA=-8.29. (5) Drug 1: C1C(C(OC1N2C=NC3=C2NC=NCC3O)CO)O. Drug 2: CCC1(C2=C(COC1=O)C(=O)N3CC4=CC5=C(C=CC(=C5CN(C)C)O)N=C4C3=C2)O.Cl. Cell line: NCIH23. Synergy scores: CSS=39.7, Synergy_ZIP=-6.49, Synergy_Bliss=-7.59, Synergy_Loewe=-46.6, Synergy_HSA=-4.17. (6) Drug 1: C1CCC(CC1)NC(=O)N(CCCl)N=O. Drug 2: C1=NC(=NC(=O)N1C2C(C(C(O2)CO)O)O)N. Cell line: NCI-H226. Synergy scores: CSS=12.9, Synergy_ZIP=-5.08, Synergy_Bliss=1.51, Synergy_Loewe=-1.93, Synergy_HSA=-0.0525. (7) Drug 1: CC=C1C(=O)NC(C(=O)OC2CC(=O)NC(C(=O)NC(CSSCCC=C2)C(=O)N1)C(C)C)C(C)C. Drug 2: CS(=O)(=O)OCCCCOS(=O)(=O)C. Cell line: MDA-MB-435. Synergy scores: CSS=55.5, Synergy_ZIP=-2.61, Synergy_Bliss=-4.53, Synergy_Loewe=-62.0, Synergy_HSA=-6.36.